From a dataset of Forward reaction prediction with 1.9M reactions from USPTO patents (1976-2016). Predict the product of the given reaction. Given the reactants [C:1]1([O:7][C:8]2[CH:13]=[CH:12][CH:11]=[CH:10][CH:9]=2)C=CC=CC=1.[NH2:14][C:15]1C=CC=CC=1.[CH3:21]CCCCC.CCO[C:30]([CH3:32])=[O:31], predict the reaction product. The product is: [OH:31][C:30]1[C:11]2[C:12](=[C:13]([CH3:21])[C:8]([O:7][CH3:1])=[CH:9][CH:10]=2)[N:14]=[CH:15][CH:32]=1.